From a dataset of Catalyst prediction with 721,799 reactions and 888 catalyst types from USPTO. Predict which catalyst facilitates the given reaction. (1) Reactant: [Cl:1][C:2]1[CH:7]=[CH:6][C:5]([C:8]2[C:9](N)=[C:10]3[CH:24]=[N:23][N:22]([C:25]4[CH:30]=[CH:29][CH:28]=[CH:27][CH:26]=4)[C:11]3=[N:12][C:13]=2[C:14]2[CH:19]=[CH:18][C:17]([Cl:20])=[CH:16][C:15]=2[Cl:21])=[CH:4][CH:3]=1.[ClH:32].N([O-])=O.[Na+].C([O-])(O)=O.[Na+]. Product: [Cl:32][C:9]1[C:8]([C:5]2[CH:4]=[CH:3][C:2]([Cl:1])=[CH:7][CH:6]=2)=[C:13]([C:14]2[CH:19]=[CH:18][C:17]([Cl:20])=[CH:16][C:15]=2[Cl:21])[N:12]=[C:11]2[N:22]([C:25]3[CH:26]=[CH:27][CH:28]=[CH:29][CH:30]=3)[N:23]=[CH:24][C:10]=12. The catalyst class is: 23. (2) The catalyst class is: 5. Reactant: [F:1][C:2]1[CH:19]=[CH:18][C:5]([O:6][CH2:7][C@@H:8]([NH:10]C(=O)OC(C)(C)C)[CH3:9])=[C:4]([C:20]([F:23])([F:22])[F:21])[CH:3]=1.Cl. Product: [F:1][C:2]1[CH:19]=[CH:18][C:5]([O:6][CH2:7][C@@H:8]([NH2:10])[CH3:9])=[C:4]([C:20]([F:21])([F:22])[F:23])[CH:3]=1. (3) Reactant: C(NC(C)C)(C)C.C([Li])CCC.[CH3:13][NH:14][C:15]([C:17]1[CH:26]=[CH:25][C:24]2[C:19](=[CH:20][CH:21]=[C:22]([C:27]([C:29]3[N:30]=[CH:31][N:32]([C:34]([C:47]4[CH:52]=[CH:51][CH:50]=[CH:49][CH:48]=4)([C:41]4[CH:46]=[CH:45][CH:44]=[CH:43][CH:42]=4)[C:35]4[CH:40]=[CH:39][CH:38]=[CH:37][CH:36]=4)[CH:33]=3)=[O:28])[CH:23]=2)[CH:18]=1)=[O:16].[Cl-].[NH4+].[C:55]([O:58][CH2:59][CH3:60])(=[O:57])[CH3:56]. Product: [OH:28][C:27]([C:22]1[CH:21]=[CH:20][C:19]2[C:24](=[CH:25][CH:26]=[C:17]([C:15]([NH:14][CH3:13])=[O:16])[CH:18]=2)[CH:23]=1)([C:29]1[N:30]=[CH:31][N:32]([C:34]([C:35]2[CH:40]=[CH:39][CH:38]=[CH:37][CH:36]=2)([C:41]2[CH:42]=[CH:43][CH:44]=[CH:45][CH:46]=2)[C:47]2[CH:52]=[CH:51][CH:50]=[CH:49][CH:48]=2)[CH:33]=1)[CH2:56][C:55]([O:58][CH2:59][CH3:60])=[O:57]. The catalyst class is: 323. (4) Reactant: [F:1][C:2]([F:12])([F:11])[C:3]1[CH:10]=[CH:9][C:6]([CH:7]=O)=[CH:5][CH:4]=1.[NH2:13][C:14]1[CH:19]=[CH:18][C:17]([Br:20])=[C:16]([CH3:21])[N:15]=1.C([Sn](Cl)(Cl)CCCC)CCC.C1([SiH3])C=CC=CC=1. Product: [Br:20][C:17]1[CH:18]=[CH:19][C:14]([NH:13][CH2:7][C:6]2[CH:9]=[CH:10][C:3]([C:2]([F:12])([F:11])[F:1])=[CH:4][CH:5]=2)=[N:15][C:16]=1[CH3:21]. The catalyst class is: 7. (5) Reactant: [CH3:1][C:2]1([CH3:37])[CH2:7][CH:6]([NH:8][C:9]2[N:14]=[C:13]([C:15]3[CH:20]=[CH:19][C:18]([CH2:21][CH2:22]COS(C4C=CC(C)=CC=4)(=O)=O)=[CH:17][CH:16]=3)[CH:12]=[CH:11][N:10]=2)[CH2:5][C:4]([CH3:36])([CH3:35])[NH:3]1.[C-]#[N:39].[K+].[I-].[K+].CCO[C:46]([CH3:48])=O. Product: [CH3:37][C:2]1([CH3:1])[CH2:7][CH:6]([NH:8][C:9]2[N:14]=[C:13]([C:15]3[CH:20]=[CH:19][C:18]([CH2:21][CH2:22][CH2:48][C:46]#[N:39])=[CH:17][CH:16]=3)[CH:12]=[CH:11][N:10]=2)[CH2:5][C:4]([CH3:35])([CH3:36])[NH:3]1. The catalyst class is: 16. (6) The catalyst class is: 11. Product: [CH3:34][O:35][C:36](=[O:49])[CH2:37][C:38]1[C:46]2[C:41](=[CH:42][C:43]([O:9][CH2:8][CH:7]([C:6]3[C:2]([CH3:1])=[N:3][N:4]([C:11]4[CH:16]=[CH:15][C:14]([C:17]([F:19])([F:20])[F:18])=[CH:13][CH:12]=4)[CH:5]=3)[CH3:10])=[CH:44][CH:45]=2)[N:40]([CH3:48])[CH:39]=1. Reactant: [CH3:1][C:2]1[C:6]([CH:7]([CH3:10])[CH2:8][OH:9])=[CH:5][N:4]([C:11]2[CH:16]=[CH:15][C:14]([C:17]([F:20])([F:19])[F:18])=[CH:13][CH:12]=2)[N:3]=1.C(P(CCCC)CCCC)CCC.[CH3:34][O:35][C:36](=[O:49])[CH2:37][C:38]1[C:46]2[C:41](=[CH:42][C:43](O)=[CH:44][CH:45]=2)[N:40]([CH3:48])[CH:39]=1. (7) Reactant: [CH3:1][CH:2]([O:4][C:5]1[CH:14]=[C:13]2[C:8]([CH2:9][CH2:10][NH:11][C:12]2=[O:15])=[CH:7][N:6]=1)[CH3:3].C1C(=O)N([Cl:23])C(=O)C1. Product: [Cl:23][C:14]1[C:5]([O:4][CH:2]([CH3:1])[CH3:3])=[N:6][CH:7]=[C:8]2[C:13]=1[C:12](=[O:15])[NH:11][CH2:10][CH2:9]2. The catalyst class is: 52.